Dataset: Acute oral toxicity (LD50) regression data from Zhu et al.. Task: Regression/Classification. Given a drug SMILES string, predict its toxicity properties. Task type varies by dataset: regression for continuous values (e.g., LD50, hERG inhibition percentage) or binary classification for toxic/non-toxic outcomes (e.g., AMES mutagenicity, cardiotoxicity, hepatotoxicity). Dataset: ld50_zhu. (1) The compound is CC(=O)Oc1ccccc1. The rat oral LD50 is 1.92, given as -log10 of the dose in mol/kg body weight (higher means more acutely toxic). (2) The molecule is CCCCCCCCCCCC(=O)OCCSC#N. The rat oral LD50 is 2.76, given as -log10 of the dose in mol/kg body weight (higher means more acutely toxic). (3) The molecule is CNC(=O)Oc1cc(C(C)C)ccc1C. The rat oral LD50 is 2.92, given as -log10 of the dose in mol/kg body weight (higher means more acutely toxic). (4) The molecule is CCOC(N)=O. The rat oral LD50 is 1.69, given as -log10 of the dose in mol/kg body weight (higher means more acutely toxic). (5) The molecule is CC1CC(O)CC(C)(C)C1. The rat oral LD50 is 1.64, given as -log10 of the dose in mol/kg body weight (higher means more acutely toxic).